This data is from Full USPTO retrosynthesis dataset with 1.9M reactions from patents (1976-2016). The task is: Predict the reactants needed to synthesize the given product. (1) Given the product [F:1][C:2]1[CH:7]=[CH:6][C:5]([C:8]2[CH:13]=[CH:12][N:11]=[CH:10][C:9]=2[N:14]([CH3:30])[C:15](=[O:16])[C:17]2[CH:22]=[C:21]([C:23]([F:26])([F:25])[F:24])[CH:20]=[C:19]([CH:34]3[CH2:37][O:36][CH2:35]3)[CH:18]=2)=[C:4]([O:31][CH3:32])[CH:3]=1, predict the reactants needed to synthesize it. The reactants are: [F:1][C:2]1[CH:7]=[CH:6][C:5]([C:8]2[CH:13]=[CH:12][N:11]=[CH:10][C:9]=2[N:14]([CH3:30])[C:15]([C:17]2[CH:18]=[C:19](B(O)O)[CH:20]=[C:21]([C:23]([F:26])([F:25])[F:24])[CH:22]=2)=[O:16])=[C:4]([O:31][CH3:32])[CH:3]=1.I[CH:34]1[CH2:37][O:36][CH2:35]1.Cl.N[C@@H]1CCCC[C@H]1O.C[Si](C)(C)N[Si](C)(C)C.[Na].[NH4+].[Cl-]. (2) Given the product [CH:23]1([O:28][C:29]2[CH:30]=[C:31]([N:9]([CH2:8][CH2:7][C:3]3[CH:2]=[N:1][CH:6]=[CH:5][CH:4]=3)[C:10]3[CH:11]=[C:12]([CH:20]=[CH:21][CH:22]=3)[C:13]([O:15][C:16]([CH3:19])([CH3:17])[CH3:18])=[O:14])[CH:32]=[CH:33][C:34]=2[O:35][CH3:36])[CH2:24][CH2:25][CH2:26][CH2:27]1, predict the reactants needed to synthesize it. The reactants are: [N:1]1[CH:6]=[CH:5][CH:4]=[C:3]([CH2:7][CH2:8][NH:9][C:10]2[CH:11]=[C:12]([CH:20]=[CH:21][CH:22]=2)[C:13]([O:15][C:16]([CH3:19])([CH3:18])[CH3:17])=[O:14])[CH:2]=1.[CH:23]1([O:28][C:29]2[CH:30]=[C:31](I)[CH:32]=[CH:33][C:34]=2[O:35][CH3:36])[CH2:27][CH2:26][CH2:25][CH2:24]1.CC(C)([O-])C.[Na+].F[B-](F)(F)F.C([PH+](C(C)(C)C)C(C)(C)C)(C)(C)C. (3) Given the product [Br:17][C:13]1[N:12]=[C:11]([CH2:10][N:7]2[CH:3]=[C:2]([C:1]([O:5][CH3:6])=[O:4])[N:9]=[N:8]2)[CH:16]=[CH:15][CH:14]=1, predict the reactants needed to synthesize it. The reactants are: [C:1]([O:5][CH3:6])(=[O:4])[C:2]#[CH:3].[N:7]([CH2:10][C:11]1[CH:16]=[CH:15][CH:14]=[C:13]([Br:17])[N:12]=1)=[N+:8]=[N-:9].O=C1O[C@H]([C@H](CO)O)C([O-])=C1O.[Na+]. (4) Given the product [OH:39][CH2:38][CH2:37][O:40][C:23]1[N:22]=[C:21]([C:3]2[CH:4]=[C:5]([NH:8][C:9](=[O:20])[C:10]3[CH:15]=[CH:14][CH:13]=[C:12]([C:16]([F:17])([F:18])[F:19])[CH:11]=3)[CH:6]=[CH:7][C:2]=2[CH3:1])[CH:26]=[C:25]([N:27]2[CH2:32][CH2:31][O:30][CH2:29][CH2:28]2)[N:24]=1, predict the reactants needed to synthesize it. The reactants are: [CH3:1][C:2]1[CH:7]=[CH:6][C:5]([NH:8][C:9](=[O:20])[C:10]2[CH:15]=[CH:14][CH:13]=[C:12]([C:16]([F:19])([F:18])[F:17])[CH:11]=2)=[CH:4][C:3]=1[C:21]1[CH:26]=[C:25]([N:27]2[CH2:32][CH2:31][O:30][CH2:29][CH2:28]2)[N:24]=[C:23](S(C)(=O)=O)[N:22]=1.[CH2:37]([OH:40])[CH2:38][OH:39].C(=O)([O-])[O-].[K+].[K+]. (5) The reactants are: C(O[C:4](=[O:23])[CH:5]([O:20][CH2:21][CH3:22])[N:6]1[CH:11]=[CH:10][CH:9]=[C:8]([NH:12][C:13]2[CH:18]=[CH:17][CH:16]=[CH:15][CH:14]=2)[C:7]1=[O:19])C.[NH2:24][CH2:25][C:26]1[CH:35]=[CH:34][C:29]2[C:30]([NH2:33])=[N:31][O:32][C:28]=2[CH:27]=1. Given the product [NH2:33][C:30]1[C:29]2[CH:34]=[CH:35][C:26]([CH2:25][NH:24][C:4](=[O:23])[CH:5]([O:20][CH2:21][CH3:22])[N:6]3[CH:11]=[CH:10][CH:9]=[C:8]([NH:12][C:13]4[CH:14]=[CH:15][CH:16]=[CH:17][CH:18]=4)[C:7]3=[O:19])=[CH:27][C:28]=2[O:32][N:31]=1, predict the reactants needed to synthesize it.